Dataset: Full USPTO retrosynthesis dataset with 1.9M reactions from patents (1976-2016). Task: Predict the reactants needed to synthesize the given product. (1) Given the product [F:3][C:4]1[CH:5]=[C:6]([C:11]2[CH:16]=[CH:15][C:14]([C:17]([OH:19])=[O:18])=[C:13]([N+:21]([O-:23])=[O:22])[CH:12]=2)[CH:7]=[CH:8][C:9]=1[F:10], predict the reactants needed to synthesize it. The reactants are: [Li+].[OH-].[F:3][C:4]1[CH:5]=[C:6]([C:11]2[CH:16]=[CH:15][C:14]([C:17]([O:19]C)=[O:18])=[C:13]([N+:21]([O-:23])=[O:22])[CH:12]=2)[CH:7]=[CH:8][C:9]=1[F:10]. (2) Given the product [Na+:43].[F:1][C:2]1[CH:3]=[CH:4][C:5]([C:8]2[N:9]=[C:10]([CH:39]([CH3:41])[CH3:40])[N:11](/[CH:26]=[CH:27]/[C@H:28]([OH:38])[CH2:29][C@H:30]([OH:37])[CH2:31][C:32]([O-:34])=[O:33])[C:12]=2[C:13]2[CH:18]=[CH:17][N:16]=[C:15]([NH:19][C:20]3[CH:25]=[CH:24][CH:23]=[CH:22][CH:21]=3)[N:14]=2)=[CH:6][CH:7]=1, predict the reactants needed to synthesize it. The reactants are: [F:1][C:2]1[CH:7]=[CH:6][C:5]([C:8]2[N:9]=[C:10]([CH:39]([CH3:41])[CH3:40])[N:11](/[CH:26]=[CH:27]/[C@H:28]([OH:38])[CH2:29][C@H:30]([OH:37])[CH2:31][C:32]([O:34]CC)=[O:33])[C:12]=2[C:13]2[CH:18]=[CH:17][N:16]=[C:15]([NH:19][C:20]3[CH:25]=[CH:24][CH:23]=[CH:22][CH:21]=3)[N:14]=2)=[CH:4][CH:3]=1.[OH-].[Na+:43]. (3) Given the product [F:1][C:2]1[CH:7]=[C:6]([F:8])[CH:5]=[CH:4][C:3]=1[C:9]1[C:10]2[N:11]([CH:24]=[C:25]([CH2:27][OH:28])[N:26]=2)[CH:12]=[C:13]([C:15]2[S:19][C:18]([CH2:20][CH:21]([CH3:22])[CH3:23])=[N:17][CH:16]=2)[CH:14]=1, predict the reactants needed to synthesize it. The reactants are: [F:1][C:2]1[CH:7]=[C:6]([F:8])[CH:5]=[CH:4][C:3]=1[C:9]1[C:10]2[N:11]([CH:24]=[C:25]([C:27](OCC)=[O:28])[N:26]=2)[CH:12]=[C:13]([C:15]2[S:19][C:18]([CH2:20][CH:21]([CH3:23])[CH3:22])=[N:17][CH:16]=2)[CH:14]=1.[H-].[Al+3].[Li+].[H-].[H-].[H-].[OH-].[Na+].O. (4) Given the product [NH2:13][C:7]1[C:6]2[C:11](=[CH:12][C:3]([N:1]3[C:21]4[CH2:22][C:23]([CH3:28])([CH3:27])[CH2:24][C:25](=[O:26])[C:20]=4[C:18]([CH2:17][CH:14]4[CH2:16][CH2:15]4)=[N:2]3)=[CH:4][CH:5]=2)[N:10]=[CH:9][N:8]=1, predict the reactants needed to synthesize it. The reactants are: [NH:1]([C:3]1[CH:12]=[C:11]2[C:6]([C:7]([NH2:13])=[N:8][CH:9]=[N:10]2)=[CH:5][CH:4]=1)[NH2:2].[CH:14]1([CH2:17][C:18]([CH:20]2[C:25](=[O:26])[CH2:24][C:23]([CH3:28])([CH3:27])[CH2:22][C:21]2=O)=O)[CH2:16][CH2:15]1. (5) Given the product [OH:7][CH2:8][C:9]1[N:10]=[C:11]([C:14]2[N:19]=[C:18]([C:20]([OH:23])([CH3:21])[CH3:22])[CH:17]=[CH:16][CH:15]=2)[S:12][CH:13]=1, predict the reactants needed to synthesize it. The reactants are: C[Si](C)(C)CCOC[O:7][CH2:8][C:9]1[N:10]=[C:11]([C:14]2[N:19]=[C:18]([C:20]([OH:23])([CH3:22])[CH3:21])[CH:17]=[CH:16][CH:15]=2)[S:12][CH:13]=1.Cl. (6) Given the product [O:1]1[C:5]2[CH:6]=[CH:7][C:8]([S:10]([N:13]([CH2:18][C@@H:19]([OH:43])[C@@H:20]([NH2:28])[CH2:21][C:22]3[CH:23]=[CH:24][CH:25]=[CH:26][CH:27]=3)[CH2:14][CH:15]([CH3:17])[CH3:16])(=[O:11])=[O:12])=[CH:9][C:4]=2[O:3][CH2:2]1.[CH3:45][S:46]([OH:49])(=[O:48])=[O:47], predict the reactants needed to synthesize it. The reactants are: [O:1]1[C:5]2[CH:6]=[CH:7][C:8]([S:10]([N:13]([CH2:18][C@@H:19]([OH:43])[C@@H:20]([N:28](CC3C=CC=CC=3)CC3C=CC=CC=3)[CH2:21][C:22]3[CH:27]=[CH:26][CH:25]=[CH:24][CH:23]=3)[CH2:14][CH:15]([CH3:17])[CH3:16])(=[O:12])=[O:11])=[CH:9][C:4]=2[O:3][CH2:2]1.O.[CH3:45][S:46]([OH:49])(=[O:48])=[O:47]. (7) The reactants are: Br[C:2]1[CH:8]=[C:7](Br)[CH:6]=[C:5]([F:10])[C:3]=1[NH2:4].[C:11]1(B(O)O)[CH:16]=[CH:15][CH:14]=[CH:13][CH:12]=1.C(=O)([O-])[O-].[K+].[K+]. Given the product [C:11]1([C:2]2[CH:8]=[C:7]([C:2]3[CH:8]=[CH:7][CH:6]=[CH:5][CH:3]=3)[CH:6]=[C:5]([F:10])[C:3]=2[NH2:4])[CH:16]=[CH:15][CH:14]=[CH:13][CH:12]=1, predict the reactants needed to synthesize it. (8) Given the product [C:7]([N:6]1[C:2]([C:32]2[CH:33]=[CH:34][C:29]([C:27]#[N:28])=[CH:30][CH:31]=2)=[C:3]([C:11]2[S:12][CH:13]=[C:14]([CH2:16][C:17]([NH:19][CH2:20][CH:21]3[CH2:26][CH2:25][O:24][CH2:23][CH2:22]3)=[O:18])[N:15]=2)[CH:4]=[N:5]1)([CH3:10])([CH3:9])[CH3:8], predict the reactants needed to synthesize it. The reactants are: Br[C:2]1[N:6]([C:7]([CH3:10])([CH3:9])[CH3:8])[N:5]=[CH:4][C:3]=1[C:11]1[S:12][CH:13]=[C:14]([CH2:16][C:17]([NH:19][CH2:20][CH:21]2[CH2:26][CH2:25][O:24][CH2:23][CH2:22]2)=[O:18])[N:15]=1.[C:27]([C:29]1[CH:34]=[CH:33][C:32](B(O)O)=[CH:31][CH:30]=1)#[N:28].P([O-])([O-])([O-])=O.[K+].[K+].[K+].COC1C=CC=C(OC)C=1C1C=CC=CC=1P(C1CCCCC1)C1CCCCC1.